This data is from Full USPTO retrosynthesis dataset with 1.9M reactions from patents (1976-2016). The task is: Predict the reactants needed to synthesize the given product. (1) Given the product [Cl:1][C:2]1[CH:3]=[CH:4][C:5]2[NH:11][C:10](=[O:23])[C@@H:9]([CH2:24][C:25]([O:27][CH2:28][CH3:29])=[O:26])[O:8][C@H:7]([C:30]3[C:39]4[O:38][CH2:37][CH2:36][O:35][C:34]=4[CH:33]=[CH:32][CH:31]=3)[C:6]=2[CH:40]=1, predict the reactants needed to synthesize it. The reactants are: [Cl:1][C:2]1[CH:3]=[CH:4][C:5]2[N:11](CC3C=CC(OC)=CC=3OC)[C:10](=[O:23])[C@@H:9]([CH2:24][C:25]([O:27][CH2:28][CH3:29])=[O:26])[O:8][C@H:7]([C:30]3[C:39]4[O:38][CH2:37][CH2:36][O:35][C:34]=4[CH:33]=[CH:32][CH:31]=3)[C:6]=2[CH:40]=1.[N+]([O-])(O)=O.[N+]([O-])(O)=O.[N+]([O-])(O)=O.[N+]([O-])(O)=O.[N+]([O-])(O)=O.[N+]([O-])(O)=O.[Ce].C(=O)(O)[O-].[Na+]. (2) Given the product [O:16]=[C:5]1[N:6]([CH2:8][O:9][CH2:10][CH2:11][Si:12]([CH3:15])([CH3:14])[CH3:13])[N:7]=[C:2]([B:34]([OH:38])[OH:35])[CH:3]=[C:4]1[C:17]1[N:21]([CH2:22][O:23][CH2:24][CH2:25][Si:26]([CH3:29])([CH3:28])[CH3:27])[C:20]2[CH:30]=[CH:31][CH:32]=[CH:33][C:19]=2[N:18]=1, predict the reactants needed to synthesize it. The reactants are: Cl[C:2]1[CH:3]=[C:4]([C:17]2[N:21]([CH2:22][O:23][CH2:24][CH2:25][Si:26]([CH3:29])([CH3:28])[CH3:27])[C:20]3[CH:30]=[CH:31][CH:32]=[CH:33][C:19]=3[N:18]=2)[C:5](=[O:16])[N:6]([CH2:8][O:9][CH2:10][CH2:11][Si:12]([CH3:15])([CH3:14])[CH3:13])[N:7]=1.[B:34]1(B2OC(C)(C)C(C)(C)O2)[O:38]C(C)(C)C(C)(C)[O:35]1.C([O-])(=O)C.[K+].